This data is from Reaction yield outcomes from USPTO patents with 853,638 reactions. The task is: Predict the reaction yield, written as a fraction of the theoretical maximum amount of product (1.0 means a 100% yield; for example, 0.34 means a 34% yield). (1) The reactants are O=C1N([C:7](=[O:9])[CH3:8])C2C=CC=CC=2N1C(=O)C.[NH2:17][CH2:18][CH:19]([C:22]1[CH:27]=[CH:26][C:25]([N+:28]([O-:30])=[O:29])=[C:24]([O:31][CH3:32])[CH:23]=1)[CH2:20][OH:21]. The catalyst is C1COCC1. The product is [OH:21][CH2:20][CH:19]([C:22]1[CH:27]=[CH:26][C:25]([N+:28]([O-:30])=[O:29])=[C:24]([O:31][CH3:32])[CH:23]=1)[CH2:18][NH:17][C:7](=[O:9])[CH3:8]. The yield is 0.830. (2) The reactants are Cl[CH2:2][C:3]1[N:4]=[C:5]2[N:10]=[C:9]([CH3:11])[CH:8]=[C:7]([CH3:12])[N:6]2[CH:13]=1.[CH3:14][N:15]1[CH:19]=[C:18]([C:20]2[CH:25]=[CH:24][CH:23]=[CH:22][CH:21]=2)[NH:17][C:16]1=[S:26].C([O-])([O-])=O.[K+].[K+]. The catalyst is CN(C=O)C. The product is [CH3:12][C:7]1[N:6]2[CH:13]=[C:3]([CH2:2][S:26][C:16]3[N:15]([CH3:14])[CH:19]=[C:18]([C:20]4[CH:25]=[CH:24][CH:23]=[CH:22][CH:21]=4)[N:17]=3)[N:4]=[C:5]2[N:10]=[C:9]([CH3:11])[CH:8]=1. The yield is 0.470. (3) The reactants are FC([I:12])(C1C=CC=CC=1)C(O)=O.[F:13][C:14]1[CH:19]=[C:18](I)[CH:17]=[CH:16][C:15]=1[CH2:21][C:22](O)=O.S(=O)(=O)(O)O.[OH2:30].[CH2:31]([OH:33])[CH3:32]. The catalyst is C1C=CC=CC=1.CCCCCC.C(OCC)(=O)C. The product is [C:31]([O:33][C:19]1[CH:18]=[CH:17][C:16]([I:12])=[C:15]([CH2:21][CH3:22])[C:14]=1[F:13])(=[O:30])[CH3:32]. The yield is 0.730.